Dataset: Catalyst prediction with 721,799 reactions and 888 catalyst types from USPTO. Task: Predict which catalyst facilitates the given reaction. (1) Reactant: [Br:1][C:2]1[CH:11]=[C:10]2[C:5]([C:6]([NH:13][CH2:14][CH2:15][CH2:16][O:17][CH:18]([CH3:20])[CH3:19])=[C:7]([NH2:12])[CH:8]=[N:9]2)=[CH:4][CH:3]=1.[CH2:21]([O:23][CH2:24][C:25](Cl)=O)[CH3:22].C(O)C. Product: [Br:1][C:2]1[CH:3]=[CH:4][C:5]2[C:6]3[N:13]([CH2:14][CH2:15][CH2:16][O:17][CH:18]([CH3:20])[CH3:19])[C:22]([CH2:21][O:23][CH2:24][CH3:25])=[N:12][C:7]=3[CH:8]=[N:9][C:10]=2[CH:11]=1. The catalyst class is: 556. (2) Reactant: [H-].[Al+3].[Li+].[H-].[H-].[H-].[N:7]1[C:16]2[CH2:15][CH2:14][CH2:13][CH2:12][C:11]=2[CH:10]=[CH:9][C:8]=1[CH2:17][C:18](OCC)=[O:19].[OH-].[Na+].S([O-])([O-])(=O)=O.[Mg+2]. Product: [N:7]1[C:16]2[CH2:15][CH2:14][CH2:13][CH2:12][C:11]=2[CH:10]=[CH:9][C:8]=1[CH2:17][CH2:18][OH:19]. The catalyst class is: 20.